The task is: Predict the reaction yield, written as a fraction of the theoretical maximum amount of product (1.0 means a 100% yield; for example, 0.34 means a 34% yield).. This data is from Reaction yield outcomes from USPTO patents with 853,638 reactions. (1) The reactants are [NH2:1][C:2]1[C:3]([N+:18]([O-])=O)=[C:4]([CH:9]=[C:10]([N:12]2[CH2:17][CH2:16][O:15][CH2:14][CH2:13]2)[CH:11]=1)[C:5]([O:7][CH3:8])=[O:6].C(Cl)Cl.[CH3:24][C:25](O)=O. The catalyst is [Fe]. The product is [CH3:24][C:25]1[NH:18][C:3]2[C:4]([C:5]([O:7][CH3:8])=[O:6])=[CH:9][C:10]([N:12]3[CH2:17][CH2:16][O:15][CH2:14][CH2:13]3)=[CH:11][C:2]=2[N:1]=1. The yield is 0.770. (2) The reactants are [C:1]([C:4]1[C:9]([NH:10][C:11]([C:13]2[S:14][CH:15]=[C:16]([C:18]([F:21])([F:20])[F:19])[N:17]=2)=O)=[C:8]([Cl:22])[C:7]([O:23][CH3:24])=[CH:6][CH:5]=1)(=[O:3])[CH3:2].COC1C(C)=C2C(C(O)=CC(C3SC=C(C(F)(F)F)N=3)=N2)=CC=1. No catalyst specified. The product is [Cl:22][C:8]1[C:7]([O:23][CH3:24])=[CH:6][CH:5]=[C:4]2[C:9]=1[N:10]=[C:11]([C:13]1[S:14][CH:15]=[C:16]([C:18]([F:21])([F:20])[F:19])[N:17]=1)[CH:2]=[C:1]2[OH:3]. The yield is 0.700. (3) The reactants are [S:1]1[CH:5]=[CH:4][CH:3]=[C:2]1[C:6](Cl)=[O:7].[CH2:9]([N:16]1[C:25]2[C:20](=[CH:21][C:22]([Cl:26])=[CH:23][CH:24]=2)[C:19]([N:27]2[CH2:32][CH2:31][NH:30][CH2:29][CH2:28]2)=[C:18]([C:33]#[N:34])[C:17]1=[O:35])[C:10]1[CH:15]=[CH:14][CH:13]=[CH:12][CH:11]=1. The catalyst is N1C=CC=CC=1. The product is [CH2:9]([N:16]1[C:25]2[C:20](=[CH:21][C:22]([Cl:26])=[CH:23][CH:24]=2)[C:19]([N:27]2[CH2:32][CH2:31][N:30]([C:6]([C:2]3[S:1][CH:5]=[CH:4][CH:3]=3)=[O:7])[CH2:29][CH2:28]2)=[C:18]([C:33]#[N:34])[C:17]1=[O:35])[C:10]1[CH:15]=[CH:14][CH:13]=[CH:12][CH:11]=1. The yield is 0.820. (4) The reactants are [F:1][C:2]1[CH:7]=[CH:6][C:5]([C:8]2[CH:13]=[CH:12][CH:11]=[CH:10][C:9]=2[C:14]2[CH:19]=[CH:18][C:17](SC)=[CH:16][CH:15]=2)=[CH:4][CH:3]=1.Cl[C:23]1C=C(C=CC=1)C(OO)=O.[O-:33][S:34]([O-:36])=O.[Na+].[Na+]. The catalyst is C(Cl)Cl. The product is [F:1][C:2]1[CH:3]=[CH:4][C:5]([C:8]2[CH:13]=[CH:12][CH:11]=[CH:10][C:9]=2[C:14]2[CH:15]=[CH:16][C:17]([S:34]([CH3:23])(=[O:36])=[O:33])=[CH:18][CH:19]=2)=[CH:6][CH:7]=1. The yield is 0.940. (5) The reactants are [Cl:1][CH2:2][CH2:3][CH2:4][C:5]([C:7]1[C:15]2[C:10](=[CH:11][CH:12]=[C:13]([C:16]#[N:17])[CH:14]=2)[NH:9][CH:8]=1)=O.[BH4-].[Na+].C1(C)C=CC=CC=1. The catalyst is C1COCC1. The product is [Cl:1][CH2:2][CH2:3][CH2:4][CH2:5][C:7]1[C:15]2[C:10](=[CH:11][CH:12]=[C:13]([C:16]#[N:17])[CH:14]=2)[NH:9][CH:8]=1. The yield is 0.690. (6) The reactants are Cl.Cl.[CH2:3]([C:5]1[N:9]([C:10]2[N:18]=[C:17]3[C:13]([N:14]=[C:15]([C:20]4([O:26][CH3:27])[CH2:25][CH2:24][CH2:23][NH:22][CH2:21]4)[N:16]3[CH3:19])=[C:12]([N:28]3[CH2:33][CH2:32][O:31][CH2:30][CH2:29]3)[N:11]=2)[C:8]2[CH:34]=[CH:35][CH:36]=[CH:37][C:7]=2[N:6]=1)[CH3:4].[CH3:38][C:39]1([CH3:42])[CH2:41][O:40]1.CCN(C(C)C)C(C)C. The catalyst is CC#N. The product is [CH2:3]([C:5]1[N:9]([C:10]2[N:18]=[C:17]3[C:13]([N:14]=[C:15]([C:20]4([O:26][CH3:27])[CH2:25][CH2:24][CH2:23][N:22]([CH2:38][C:39]([CH3:42])([OH:40])[CH3:41])[CH2:21]4)[N:16]3[CH3:19])=[C:12]([N:28]3[CH2:29][CH2:30][O:31][CH2:32][CH2:33]3)[N:11]=2)[C:8]2[CH:34]=[CH:35][CH:36]=[CH:37][C:7]=2[N:6]=1)[CH3:4]. The yield is 0.340. (7) The reactants are [NH2:1][C:2]1[CH:3]=[CH:4][C:5]([O:19][CH2:20][CH2:21][CH3:22])=[C:6]([C:8]2[NH:13][C:12](=[O:14])[C:11]([Br:15])=[C:10]([CH:16]([CH3:18])[CH3:17])[N:9]=2)[CH:7]=1.[O:23]=[CH:24][C@@H:25]([C@H:27]([C@@H:29]([C@@H:31]([CH2:33][OH:34])[OH:32])[OH:30])[OH:28])O. The catalyst is C(O)CCC.C(O)(=O)C. The product is [Br:15][C:11]1[C:12](=[O:14])[NH:13][C:8]([C:6]2[CH:7]=[C:2]([NH:1][CH:33]3[CH:31]([OH:32])[CH:29]([OH:30])[CH:27]([OH:28])[CH:25]([CH2:24][OH:23])[O:34]3)[CH:3]=[CH:4][C:5]=2[O:19][CH2:20][CH2:21][CH3:22])=[N:9][C:10]=1[CH:16]([CH3:18])[CH3:17]. The yield is 0.210.